The task is: Predict the reaction yield, written as a fraction of the theoretical maximum amount of product (1.0 means a 100% yield; for example, 0.34 means a 34% yield).. This data is from Reaction yield outcomes from USPTO patents with 853,638 reactions. (1) The reactants are [CH2:1]([C:5]1[N:6]=[C:7]([CH3:27])[NH:8][C:9](=[O:26])[C:10]=1[CH2:11][C:12]1[CH:17]=[CH:16][C:15]([C:18]2[C:19]([C:24]#[N:25])=[CH:20][CH:21]=[CH:22][CH:23]=2)=[CH:14][CH:13]=1)[CH2:2][CH2:3][CH3:4].[O:28]1[C:32]2[CH:33]=[C:34](B(O)O)[CH:35]=[CH:36][C:31]=2[CH2:30][CH2:29]1.C([N:42](CC)CC)C.N1C=CC=CC=1.[C:53]([O:56]CC)(=[O:55])C. The catalyst is C(Cl)Cl.C([O-])(=O)C.[Cu+2].C([O-])(=O)C. The product is [CH2:1]([C:5]1[N:6]=[C:7]([CH3:27])[N:8]([C:34]2[CH:35]=[CH:36][C:31]3[CH2:30][CH2:29][O:28][C:32]=3[CH:33]=2)[C:9](=[O:26])[C:10]=1[CH2:11][C:12]1[CH:17]=[CH:16][C:15]([C:18]2[CH:23]=[CH:22][CH:21]=[CH:20][C:19]=2[C:24]2[NH:42][C:53](=[O:55])[O:56][N:25]=2)=[CH:14][CH:13]=1)[CH2:2][CH2:3][CH3:4]. The yield is 0.830. (2) The yield is 0.900. The reactants are [F:1][C:2]1[CH:3]=[C:4]([NH:18][C:19](=[O:25])[O:20][C:21]([CH3:24])([CH3:23])[CH3:22])[CH:5]=[CH:6][C:7]=1[O:8][C:9]1[CH:14]=[CH:13][C:12]([N+:15]([O-])=O)=[CH:11][N:10]=1. The catalyst is CO.[Pd]. The product is [NH2:15][C:12]1[CH:13]=[CH:14][C:9]([O:8][C:7]2[CH:6]=[CH:5][C:4]([NH:18][C:19](=[O:25])[O:20][C:21]([CH3:22])([CH3:23])[CH3:24])=[CH:3][C:2]=2[F:1])=[N:10][CH:11]=1. (3) The reactants are [CH2:1]([O:3][C:4](=[O:10])[CH:5]=[C:6]1[CH2:9][O:8][CH2:7]1)C.[H-].[Na+].[CH3:13][O:14][C:15](=[O:21])C[C:15]([O:14][CH3:13])=[O:21].[NH4+].[Cl-].[CH3:24][CH2:25][O:26][C:27](C)=[O:28]. The yield is 0.870. The product is [CH3:1][O:3][C:4](=[O:10])[CH:5]([C:6]1([C:27]([O:26][CH2:25][CH3:24])=[O:28])[CH2:9][O:8][CH2:7]1)[C:15]([O:14][CH3:13])=[O:21]. The catalyst is CN(C=O)C.O. (4) The reactants are [C:1]([O:5][C:6]([N:8]1[C:16]2[C:11](=[CH:12][C:13]([CH2:17]Cl)=[CH:14][CH:15]=2)[CH:10]=[CH:9]1)=[O:7])([CH3:4])([CH3:3])[CH3:2].[CH:19]1([SH:25])[CH2:24][CH2:23][CH2:22][CH2:21][CH2:20]1.C([O-])([O-])=O.[K+].[K+]. The catalyst is CN(C=O)C.[NH4+].[Cl-]. The product is [C:1]([O:5][C:6]([N:8]1[C:16]2[C:11](=[CH:12][C:13]([CH2:17][S:25][CH:19]3[CH2:24][CH2:23][CH2:22][CH2:21][CH2:20]3)=[CH:14][CH:15]=2)[CH:10]=[CH:9]1)=[O:7])([CH3:4])([CH3:3])[CH3:2]. The yield is 0.740. (5) The reactants are [CH3:1][O:2][C:3]1[C:8]([C:9]2[C:22]3[C:17](=[CH:18][C:19]([O:25][CH2:26][CH3:27])=[C:20]([O:23][CH3:24])[CH:21]=3)[C@@H:16]3[C@@H:11]([CH2:12][CH2:13][C@@H:14]([OH:28])[CH2:15]3)[N:10]=2)=[CH:7][CH:6]=[C:5]([O:29][CH3:30])[N:4]=1.[C:31]1([CH3:41])[CH:36]=[CH:35][C:34]([S:37](O)(=[O:39])=[O:38])=[CH:33][CH:32]=1. The catalyst is CC(O)C. The product is [S:37]([O:28][C@@H:14]1[CH2:13][CH2:12][C@@H:11]2[C@@H:16]([C:17]3[C:22]([C:9]([C:8]4[C:3]([O:2][CH3:1])=[N:4][C:5]([O:29][CH3:30])=[CH:6][CH:7]=4)=[N:10]2)=[CH:21][C:20]([O:23][CH3:24])=[C:19]([O:25][CH2:26][CH3:27])[CH:18]=3)[CH2:15]1)([C:34]1[CH:35]=[CH:36][C:31]([CH3:41])=[CH:32][CH:33]=1)(=[O:39])=[O:38]. The yield is 0.940. (6) The reactants are [C:1]1([CH:7]([C:13]2[CH:18]=[CH:17][CH:16]=[CH:15][CH:14]=2)[N:8]2[CH2:11][CH:10]([OH:12])[CH2:9]2)[CH:6]=[CH:5][CH:4]=[CH:3][CH:2]=1.CC([O-])(C)C.[K+].I[CH2:26][CH2:27][CH2:28][CH2:29][CH3:30]. The catalyst is C1COCC1.O. The product is [C:13]1([CH:7]([C:1]2[CH:2]=[CH:3][CH:4]=[CH:5][CH:6]=2)[N:8]2[CH2:11][CH:10]([O:12][CH2:26][CH2:27][CH2:28][CH2:29][CH3:30])[CH2:9]2)[CH:14]=[CH:15][CH:16]=[CH:17][CH:18]=1. The yield is 0.690. (7) The reactants are Cl[C:2]1[N:7]=[CH:6][C:5]([O:8][C:9]2[CH:10]=[C:11]([N:15]3[CH2:20][CH2:19][O:18][CH2:17][CH2:16]3)[CH:12]=[CH:13][CH:14]=2)=[CH:4][CH:3]=1.[F:21][C:22]1[C:28]([O:29][CH3:30])=[C:27]([F:31])[CH:26]=[CH:25][C:23]=1[NH2:24].C1(P(C2C=CC=CC=2)C2C3OC4C(=CC=CC=4P(C4C=CC=CC=4)C4C=CC=CC=4)C(C)(C)C=3C=CC=2)C=CC=CC=1.C(=O)([O-])[O-].[Cs+].[Cs+]. The catalyst is O1CCOCC1.C(OCC)(=O)C. The product is [F:21][C:22]1[C:28]([O:29][CH3:30])=[C:27]([F:31])[CH:26]=[CH:25][C:23]=1[NH:24][C:2]1[CH:3]=[CH:4][C:5]([O:8][C:9]2[CH:14]=[CH:13][CH:12]=[C:11]([N:15]3[CH2:20][CH2:19][O:18][CH2:17][CH2:16]3)[CH:10]=2)=[CH:6][N:7]=1. The yield is 0.640. (8) The reactants are CC([O-])(C)C.[Na+].C1C=CC(P(C2C(C3C(P(C4C=CC=CC=4)C4C=CC=CC=4)=CC=C4C=3C=CC=C4)=C3C(C=CC=C3)=CC=2)C2C=CC=CC=2)=CC=1.[C:53]1([CH3:62])[CH:58]=[C:57]([CH3:59])[CH:56]=[C:55]([CH3:60])[C:54]=1Br.[Cl:63][C:64]1[CH:65]=[C:66]([NH2:71])[CH:67]=[C:68]([Cl:70])[CH:69]=1. The catalyst is C1C=CC(/C=C/C(/C=C/C2C=CC=CC=2)=O)=CC=1.C1C=CC(/C=C/C(/C=C/C2C=CC=CC=2)=O)=CC=1.C1C=CC(/C=C/C(/C=C/C2C=CC=CC=2)=O)=CC=1.[Pd].[Pd].Cl. The product is [Cl:63][C:64]1[CH:65]=[C:66]([NH:71][C:54]2[C:55]([CH3:60])=[CH:56][C:57]([CH3:59])=[CH:58][C:53]=2[CH3:62])[CH:67]=[C:68]([Cl:70])[CH:69]=1. The yield is 0.680. (9) The reactants are [CH:1]1[C:6](/[CH:7]=[CH:8]/[CH:9]=[CH:10]/[C:11]([N:13]2[CH2:18][CH2:17][CH2:16][CH2:15][CH2:14]2)=[O:12])=[CH:5][C:4]2[O:19][CH2:20][O:21][C:3]=2[CH:2]=1.[H][H]. The catalyst is C(O)C.[Pd]. The product is [CH:1]1[C:6]([CH2:7][CH2:8][CH2:9][CH2:10][C:11]([N:13]2[CH2:14][CH2:15][CH2:16][CH2:17][CH2:18]2)=[O:12])=[CH:5][C:4]2[O:19][CH2:20][O:21][C:3]=2[CH:2]=1. The yield is 0.780.